This data is from Reaction yield outcomes from USPTO patents with 853,638 reactions. The task is: Predict the reaction yield, written as a fraction of the theoretical maximum amount of product (1.0 means a 100% yield; for example, 0.34 means a 34% yield). (1) The reactants are [OH:1][C:2]1[CH:11]=[C:10]2[C:5]([CH:6]=[C:7]([NH:12][C:13]([CH:15]3[CH2:17][CH2:16]3)=[O:14])[N:8]=[CH:9]2)=[CH:4][CH:3]=1.Br[C:19]([CH3:26])([CH3:25])[C:20]([O:22][CH2:23][CH3:24])=[O:21].C(=O)([O-])[O-].[Cs+].[Cs+].O1CCOCC1. The catalyst is C(OCC)(=O)C. The product is [CH:15]1([C:13]([NH:12][C:7]2[N:8]=[CH:9][C:10]3[C:5]([CH:6]=2)=[CH:4][CH:3]=[C:2]([O:1][C:19]([CH3:26])([CH3:25])[C:20]([O:22][CH2:23][CH3:24])=[O:21])[CH:11]=3)=[O:14])[CH2:16][CH2:17]1. The yield is 0.800. (2) The reactants are [CH3:1][O:2][C:3]1[CH:4]=[C:5]2[C:10](=[CH:11][C:12]=1[O:13][CH3:14])[N:9]=[CH:8][CH:7]=[C:6]2[O:15][C:16]1[C:22]([CH3:23])=[CH:21][C:19]([NH2:20])=[C:18]([CH3:24])[CH:17]=1.Cl[C:26](Cl)([O:28][C:29](=[O:35])OC(Cl)(Cl)Cl)Cl.[CH2:37](O)[CH:38]=C.C(=O)(O)[O-].[Na+]. The catalyst is C(Cl)Cl.C(N(CC)CC)C.C1(C)C=CC=CC=1. The product is [CH3:1][O:2][C:3]1[CH:4]=[C:5]2[C:10](=[CH:11][C:12]=1[O:13][CH3:14])[N:9]=[CH:8][CH:7]=[C:6]2[O:15][C:16]1[C:22]([CH3:23])=[CH:21][C:19]([NH:20][C:29](=[O:35])[O:28][CH2:26][CH:37]=[CH2:38])=[C:18]([CH3:24])[CH:17]=1. The yield is 0.840. (3) The reactants are [CH:1]1([O:6][C:7](=[O:23])[C@@H:8]([NH:15]C(OC(C)(C)C)=O)[CH:9]2[CH2:14][CH2:13][CH2:12][CH2:11][CH2:10]2)[CH2:5][CH2:4][CH2:3][CH2:2]1. The catalyst is C(O)(C(F)(F)F)=O.C(Cl)Cl.C(Cl)Cl. The product is [CH:1]1([O:6][C:7](=[O:23])[C@@H:8]([NH2:15])[CH:9]2[CH2:10][CH2:11][CH2:12][CH2:13][CH2:14]2)[CH2:5][CH2:4][CH2:3][CH2:2]1. The yield is 0.780. (4) The reactants are [OH:1][N:2]1C2C=CC=CC=2N=N1.Cl.C(N=C=NCCCN(C)C)C.[CH2:23]([O:27][C:28]1[CH:33]=[CH:32][C:31]([S:34]([NH:37][CH2:38][C@H:39]([N:43]2[CH2:48][CH2:47][N:46]([S:49]([CH3:52])(=[O:51])=[O:50])[CH2:45][CH2:44]2)[C:40]([OH:42])=O)(=[O:36])=[O:35])=[CH:30][CH:29]=1)[C:24]#[C:25][CH3:26].C(O)(=O)CC(CC(O)=O)(C(O)=O)O.C(=O)([O-])O.[Na+]. The catalyst is CN(C)C=O.O. The product is [CH2:23]([O:27][C:28]1[CH:33]=[CH:32][C:31]([S:34]([NH:37][CH2:38][C@H:39]([N:43]2[CH2:48][CH2:47][N:46]([S:49]([CH3:52])(=[O:51])=[O:50])[CH2:45][CH2:44]2)[C:40]([NH:2][OH:1])=[O:42])(=[O:35])=[O:36])=[CH:30][CH:29]=1)[C:24]#[C:25][CH3:26]. The yield is 0.230. (5) The reactants are CC(C)=CC[O:5][C:6]1[CH:16]=[CH:15][C:9]([C:10]([O:12][CH2:13][CH3:14])=[O:11])=[CH:8][CH:7]=1. The catalyst is C1(OC)C=CC=CC=1. The product is [CH3:7][CH:8]([C:16]1[CH:15]=[C:9]([CH:8]=[CH:7][C:6]=1[OH:5])[C:10]([O:12][CH2:13][CH3:14])=[O:11])[C:9]([CH3:15])=[CH2:10]. The yield is 0.270. (6) The reactants are [C:1]([O:5][C:6]([N:8]1[CH2:13][CH2:12][CH:11]([O:14][C:15]2[CH:20]=[CH:19][CH:18]=[C:17]([N+:21]([O-])=O)[CH:16]=2)[CH2:10][CH2:9]1)=[O:7])([CH3:4])([CH3:3])[CH3:2]. The catalyst is C(O)C.[Pd]. The product is [C:1]([O:5][C:6]([N:8]1[CH2:13][CH2:12][CH:11]([O:14][C:15]2[CH:20]=[CH:19][CH:18]=[C:17]([NH2:21])[CH:16]=2)[CH2:10][CH2:9]1)=[O:7])([CH3:4])([CH3:2])[CH3:3]. The yield is 0.900. (7) The reactants are C[O:2][C:3](=[O:18])[CH2:4][O:5][C:6]1[CH:11]=[CH:10][C:9]([O:12][CH2:13][C:14]([O:16]C)=[O:15])=[CH:8][CH:7]=1.Cl. The catalyst is [OH-].[Na+]. The product is [C:14]([CH2:13][O:12][C:9]1[CH:10]=[CH:11][C:6]([O:5][CH2:4][C:3]([OH:18])=[O:2])=[CH:7][CH:8]=1)([OH:16])=[O:15]. The yield is 0.674. (8) The reactants are Cl[C:2]1[N:3]=[CH:4][C:5]([N:8]2[CH2:13][CH2:12][CH:11]([N:14]3[CH2:18][CH2:17][C@H:16]([NH:19][C:20]4[CH:25]=[C:24]([CH3:26])[C:23]([S:27]([CH3:30])(=[O:29])=[O:28])=[CH:22][C:21]=4[F:31])[C:15]3=[O:32])[CH2:10][CH2:9]2)=[N:6][CH:7]=1.C([O-])([O-])=O.[K+].[K+].[CH2:39]([Zn]CC)[CH3:40]. The catalyst is C1COCC1.C1C=CC(P(C2C=CC=CC=2)[C-]2C=CC=C2)=CC=1.C1C=CC(P(C2C=CC=CC=2)[C-]2C=CC=C2)=CC=1.Cl[Pd]Cl.[Fe+2]. The product is [CH2:39]([C:2]1[N:3]=[CH:4][C:5]([N:8]2[CH2:9][CH2:10][CH:11]([N:14]3[CH2:18][CH2:17][C@H:16]([NH:19][C:20]4[CH:25]=[C:24]([CH3:26])[C:23]([S:27]([CH3:30])(=[O:28])=[O:29])=[CH:22][C:21]=4[F:31])[C:15]3=[O:32])[CH2:12][CH2:13]2)=[N:6][CH:7]=1)[CH3:40]. The yield is 0.554. (9) The catalyst is C(Cl)Cl. The yield is 0.990. The reactants are [N:1]1[C:9]2[C:4](=[N:5][CH:6]=[CH:7][CH:8]=2)[N:3]([CH2:10][C:11]2[CH:21]=[CH:20][C:14]3[N:15]=[C:16]([S:18][CH3:19])[S:17][C:13]=3[CH:12]=2)[CH:2]=1.C1C=C(Cl)C=C(C(OO)=[O:30])C=1. The product is [N:1]1[C:9]2[C:4](=[N:5][CH:6]=[CH:7][CH:8]=2)[N:3]([CH2:10][C:11]2[CH:21]=[CH:20][C:14]3[N:15]=[C:16]([S:18]([CH3:19])=[O:30])[S:17][C:13]=3[CH:12]=2)[CH:2]=1.